From a dataset of Forward reaction prediction with 1.9M reactions from USPTO patents (1976-2016). Predict the product of the given reaction. (1) The product is: [ClH:31].[OH:24][NH:23][C:21]([C:16]1[CH:17]=[C:18]2[C:13](=[CH:14][CH:15]=1)[CH2:12][N:11]([C:9](=[O:10])[CH2:8][CH2:7][C:3]1[CH:2]=[N:1][CH:6]=[CH:5][CH:4]=1)[CH2:20][CH2:19]2)=[O:22]. Given the reactants [N:1]1[CH:6]=[CH:5][CH:4]=[C:3]([CH2:7][CH2:8][C:9]([N:11]2[CH2:20][CH2:19][C:18]3[C:13](=[CH:14][CH:15]=[C:16]([C:21]([NH:23][O:24]C4CCCCO4)=[O:22])[CH:17]=3)[CH2:12]2)=[O:10])[CH:2]=1.[ClH:31], predict the reaction product. (2) Given the reactants [O:1]=[C:2]1[NH:7][CH:6]([C:8]2[CH:15]=[CH:14][C:11]([C:12]#[N:13])=[CH:10][C:9]=2[S:16]([CH3:19])(=[O:18])=[O:17])[C:5]2[C:20](=[O:23])[CH2:21][CH2:22][C:4]=2[N:3]1[C:24]1[CH:29]=[CH:28][CH:27]=[C:26]([C:30]([F:33])([F:32])[F:31])[CH:25]=1.C(=O)([O-])[O-].[Cs+].[Cs+].Br[CH2:41][CH2:42][CH2:43][OH:44].FC(F)(F)C(O)=O, predict the reaction product. The product is: [OH:44][CH2:43][CH2:42][CH2:41][N:7]1[CH:6]([C:8]2[CH:15]=[CH:14][C:11]([C:12]#[N:13])=[CH:10][C:9]=2[S:16]([CH3:19])(=[O:18])=[O:17])[C:5]2[C:20](=[O:23])[CH2:21][CH2:22][C:4]=2[N:3]([C:24]2[CH:29]=[CH:28][CH:27]=[C:26]([C:30]([F:32])([F:33])[F:31])[CH:25]=2)[C:2]1=[O:1]. (3) Given the reactants [Cl:1][C:2]1[CH:36]=[CH:35][C:5]([CH2:6][N:7]2[C:12](=[N:13][C:14]3[CH:19]=[CH:18][C:17]([O:20][CH:21]([CH3:23])[CH3:22])=[C:16]([CH3:24])[CH:15]=3)[NH:11][C:10](=[O:25])[N:9]([CH2:26][C@@H:27]([C:30]([O:32]C)=[O:31])[O:28][CH3:29])[C:8]2=[O:34])=[CH:4][CH:3]=1.CO.[OH-].[Li+].C(O)(=O)CC(CC(O)=O)(C(O)=O)O, predict the reaction product. The product is: [Cl:1][C:2]1[CH:3]=[CH:4][C:5]([CH2:6][N:7]2[C:12](=[N:13][C:14]3[CH:19]=[CH:18][C:17]([O:20][CH:21]([CH3:23])[CH3:22])=[C:16]([CH3:24])[CH:15]=3)[NH:11][C:10](=[O:25])[N:9]([CH2:26][C@@H:27]([C:30]([OH:32])=[O:31])[O:28][CH3:29])[C:8]2=[O:34])=[CH:35][CH:36]=1. (4) Given the reactants [CH3:1][C@@H:2]1[CH2:7][CH2:6][C@H:5]([O:8][C:9]2[C:18]([C:19]([F:22])([F:21])[F:20])=[C:17]3[C:12]([CH:13]=[CH:14][CH:15]=[C:16]3[CH2:23][N:24]3[CH2:29][CH2:28][CH:27]([C:30]([O-:32])=[O:31])[CH2:26][CH2:25]3)=[CH:11][CH:10]=2)[CH2:4][CH2:3]1.[CH3:33][C@@H:34]1CC[C@H](OC2C(C(F)(F)F)=C3C(=CC=2)C(CN2CCC(C(OCC)=O)CC2)=CC=C3)CC1, predict the reaction product. The product is: [CH3:1][C@@H:2]1[CH2:7][CH2:6][C@H:5]([O:8][C:9]2[C:18]([C:19]([F:21])([F:22])[F:20])=[C:17]3[C:12]([CH:13]=[CH:14][CH:15]=[C:16]3[CH2:23][N:24]3[CH2:29][CH2:28][CH:27]([C:30]([O:32][CH2:33][CH3:34])=[O:31])[CH2:26][CH2:25]3)=[CH:11][CH:10]=2)[CH2:4][CH2:3]1. (5) Given the reactants [NH2:1][C:2]1[CH:25]=[CH:24][C:23]([N:26]2[CH2:31][CH2:30][CH2:29][CH2:28][CH2:27]2)=[CH:22][C:3]=1[C:4]([NH:6][C:7]1[S:8][CH:9]=[C:10]([C:12]2[CH:17]=[CH:16][CH:15]=[C:14]([C:18]([F:21])([F:20])[F:19])[CH:13]=2)[N:11]=1)=[O:5].N1C=CC=CC=1.[CH3:38][N:39]([CH2:51][CH2:52][N:53]1[CH2:58][CH2:57][O:56][CH2:55][CH2:54]1)[C:40]([C:42]1[CH:43]=[C:44]([CH:48]=[CH:49][CH:50]=1)[C:45](Cl)=[O:46])=[O:41], predict the reaction product. The product is: [CH3:38][N:39]([CH2:51][CH2:52][N:53]1[CH2:58][CH2:57][O:56][CH2:55][CH2:54]1)[C:40](=[O:41])[C:42]1[CH:50]=[CH:49][CH:48]=[C:44]([C:45]([NH:1][C:2]2[CH:25]=[CH:24][C:23]([N:26]3[CH2:31][CH2:30][CH2:29][CH2:28][CH2:27]3)=[CH:22][C:3]=2[C:4](=[O:5])[NH:6][C:7]2[S:8][CH:9]=[C:10]([C:12]3[CH:17]=[CH:16][CH:15]=[C:14]([C:18]([F:20])([F:21])[F:19])[CH:13]=3)[N:11]=2)=[O:46])[CH:43]=1. (6) Given the reactants [H-].[Na+].[OH:3][C:4]1[CH:9]=[CH:8][C:7]([C:10]2[CH:15]=[CH:14][C:13]([C:16]([O:18][CH2:19][CH3:20])=[O:17])=[CH:12][CH:11]=2)=[CH:6][C:5]=1[C:21]1[CH:30]=[CH:29][C:28]2[C:27]([CH3:32])([CH3:31])[CH2:26][CH2:25][C:24]([CH3:34])([CH3:33])[C:23]=2[CH:22]=1.Br[CH2:36][CH2:37][CH2:38][CH2:39][N:40]([CH:47]([CH3:49])[CH3:48])[C:41](=[O:46])[C:42]([F:45])([F:44])[F:43].[Cl-].[NH4+], predict the reaction product. The product is: [CH:47]([N:40]([C:41](=[O:46])[C:42]([F:44])([F:45])[F:43])[CH2:39][CH2:38][CH2:37][CH2:36][O:3][C:4]1[CH:9]=[CH:8][C:7]([C:10]2[CH:11]=[CH:12][C:13]([C:16]([O:18][CH2:19][CH3:20])=[O:17])=[CH:14][CH:15]=2)=[CH:6][C:5]=1[C:21]1[CH:30]=[CH:29][C:28]2[C:27]([CH3:32])([CH3:31])[CH2:26][CH2:25][C:24]([CH3:33])([CH3:34])[C:23]=2[CH:22]=1)([CH3:48])[CH3:49]. (7) Given the reactants [CH3:1][O:2][C:3]1[CH:8]=[CH:7][C:6]([NH:9]C(=O)C)=[CH:5][C:4]=1[C:13]1[N:17]([CH3:18])[N:16]=[CH:15][C:14]=1[Br:19].BrN1C(=O)CCC1=O.COC1C=CC(NC(=O)C)=CC=1C1N(C)N=CC=1.[OH-].[Na+], predict the reaction product. The product is: [CH3:1][O:2][C:3]1[CH:8]=[CH:7][C:6]([NH2:9])=[CH:5][C:4]=1[C:13]1[N:17]([CH3:18])[N:16]=[CH:15][C:14]=1[Br:19]. (8) The product is: [Cl:1][C:2]1[N:3]=[CH:4][C:5]([CH2:8][C:10]#[N:11])=[CH:6][CH:7]=1. Given the reactants [Cl:1][C:2]1[CH:7]=[CH:6][C:5]([CH2:8]Cl)=[CH:4][N:3]=1.[C-:10]#[N:11].[K+], predict the reaction product.